Dataset: Forward reaction prediction with 1.9M reactions from USPTO patents (1976-2016). Task: Predict the product of the given reaction. (1) Given the reactants [NH:1]1[CH2:5][CH2:4][N:3]=[C:2]1[C:6]1[C:11]([CH2:12][CH3:13])=[CH:10][N:9]=[C:8]([C:14]2[C:22]3[C:17](=[N:18][CH:19]=[CH:20][CH:21]=3)[N:16]([CH2:23][C:24]3[CH:29]=[CH:28][CH:27]=[CH:26][C:25]=3[F:30])[N:15]=2)[N:7]=1, predict the reaction product. The product is: [CH2:12]([C:11]1[C:6]([C:2]2[NH:1][CH:5]=[CH:4][N:3]=2)=[N:7][C:8]([C:14]2[C:22]3[C:17](=[N:18][CH:19]=[CH:20][CH:21]=3)[N:16]([CH2:23][C:24]3[CH:29]=[CH:28][CH:27]=[CH:26][C:25]=3[F:30])[N:15]=2)=[N:9][CH:10]=1)[CH3:13]. (2) Given the reactants [C:1]([O:5][C:6]([NH:8][CH:9]([C:13]1[CH:18]=[CH:17][CH:16]=[CH:15][CH:14]=1)[C:10]([OH:12])=[O:11])=[O:7])([CH3:4])([CH3:3])[CH3:2].[CH3:19][N:20]1[CH2:24][CH2:23][C@@H:22](O)[CH2:21]1.C(=NC1CCCCC1)=NC1CCCCC1.N1(O)C2C=CC=CC=2N=N1, predict the reaction product. The product is: [C:1]([O:5][C:6]([NH:8][CH:9]([C:13]1[CH:18]=[CH:17][CH:16]=[CH:15][CH:14]=1)[C:10]([O:12][C@@H:22]1[CH2:23][CH2:24][N:20]([CH3:19])[CH2:21]1)=[O:11])=[O:7])([CH3:4])([CH3:2])[CH3:3]. (3) Given the reactants [F:1][C:2]([F:32])([F:31])[C:3]1[CH:8]=[CH:7][C:6]([C:9]2[C:10]([C:15]([NH:17][C:18]3[CH:27]=[C:26]4[C:21]([CH:22]=[C:23]([C:28]([OH:30])=O)[CH:24]=[N:25]4)=[CH:20][CH:19]=3)=[O:16])=[CH:11][CH:12]=[CH:13][CH:14]=2)=[CH:5][CH:4]=1.[Cl:33][C:34]1[CH:35]=[C:36]([CH:39]=[CH:40][CH:41]=1)[CH2:37][NH2:38].Cl.CN(C)CCCN=C=NCC.ON1C2C=CC=CC=2N=N1.C(N(CC)CC)C, predict the reaction product. The product is: [Cl:33][C:34]1[CH:35]=[C:36]([CH:39]=[CH:40][CH:41]=1)[CH2:37][NH:38][C:28]([C:23]1[CH:24]=[N:25][C:26]2[C:21]([CH:22]=1)=[CH:20][CH:19]=[C:18]([NH:17][C:15]([C:10]1[C:9]([C:6]3[CH:5]=[CH:4][C:3]([C:2]([F:31])([F:1])[F:32])=[CH:8][CH:7]=3)=[CH:14][CH:13]=[CH:12][CH:11]=1)=[O:16])[CH:27]=2)=[O:30]. (4) Given the reactants BrCCBr.[Cl:5][C:6]1[CH:13]=[CH:12][C:11]([F:14])=[CH:10][C:7]=1[CH2:8]Br.[C:15]([O:19][C:20]([N:22]1[CH2:27][CH2:26][N:25]([C:28]([C:30]2[C:38]3[C:33](=[CH:34][CH:35]=[CH:36][CH:37]=3)[N:32]([C:39]3[CH:44]=[CH:43][CH:42]=[CH:41][CH:40]=3)[C:31]=2Cl)=[O:29])[CH2:24][CH2:23]1)=[O:21])([CH3:18])([CH3:17])[CH3:16], predict the reaction product. The product is: [C:15]([O:19][C:20]([N:22]1[CH2:23][CH2:24][N:25]([C:28]([C:30]2[C:38]3[C:33](=[CH:34][CH:35]=[CH:36][CH:37]=3)[N:32]([C:39]3[CH:44]=[CH:43][CH:42]=[CH:41][CH:40]=3)[C:31]=2[CH2:8][C:7]2[CH:10]=[C:11]([F:14])[CH:12]=[CH:13][C:6]=2[Cl:5])=[O:29])[CH2:26][CH2:27]1)=[O:21])([CH3:18])([CH3:16])[CH3:17]. (5) Given the reactants [Br:1][C:2]1[N:7]=[C:6]([CH:8]=[O:9])[CH:5]=[CH:4][CH:3]=1.[C:10]([Mg]Br)#[CH:11], predict the reaction product. The product is: [Br:1][C:2]1[N:7]=[C:6]([CH:8]([OH:9])[C:10]#[CH:11])[CH:5]=[CH:4][CH:3]=1. (6) Given the reactants Cl[C:2]1[N:7]=[CH:6][N:5]=[C:4]([NH2:8])[C:3]=1[CH2:9][CH3:10].Cl.[N:12]1([CH2:16][CH2:17][N:18]2[CH:22]=[C:21]([C:23]3[CH:24]=[N:25][CH:26]=[C:27]([C:29]([F:32])([F:31])[F:30])[CH:28]=3)[N:20]=[C:19]2[CH:33]2[CH2:38][CH2:37][NH:36][CH2:35][CH2:34]2)[CH2:15][CH2:14][CH2:13]1.C([O-])([O-])=O.[Cs+].[Cs+], predict the reaction product. The product is: [N:12]1([CH2:16][CH2:17][N:18]2[CH:22]=[C:21]([C:23]3[CH:24]=[N:25][CH:26]=[C:27]([C:29]([F:32])([F:30])[F:31])[CH:28]=3)[N:20]=[C:19]2[CH:33]2[CH2:34][CH2:35][N:36]([C:2]3[N:7]=[CH:6][N:5]=[C:4]([NH2:8])[C:3]=3[CH2:9][CH3:10])[CH2:37][CH2:38]2)[CH2:13][CH2:14][CH2:15]1. (7) The product is: [CH3:42][N:41]([CH3:43])[CH2:40][CH2:39][N:37]1[CH:38]=[C:34]([C:31]2[CH:32]=[CH:33][C:28]([F:27])=[C:29]([C:50]([F:52])([F:51])[F:53])[CH:30]=2)[N:35]=[C:36]1[CH:44]1[CH2:45][CH2:46][N:47]([C:2]2[C:3]3[CH2:10][C:9](=[O:11])[N:8]([CH2:12][C:13]4[CH:18]=[CH:17][C:16]([O:19][CH3:20])=[CH:15][C:14]=4[O:21][CH3:22])[C:4]=3[N:5]=[CH:6][N:7]=2)[CH2:48][CH2:49]1. Given the reactants Cl[C:2]1[C:3]2[CH2:10][C:9](=[O:11])[N:8]([CH2:12][C:13]3[CH:18]=[CH:17][C:16]([O:19][CH3:20])=[CH:15][C:14]=3[O:21][CH3:22])[C:4]=2[N:5]=[CH:6][N:7]=1.CO.Cl.Cl.[F:27][C:28]1[CH:33]=[CH:32][C:31]([C:34]2[N:35]=[C:36]([CH:44]3[CH2:49][CH2:48][NH:47][CH2:46][CH2:45]3)[N:37]([CH2:39][CH2:40][N:41]([CH3:43])[CH3:42])[CH:38]=2)=[CH:30][C:29]=1[C:50]([F:53])([F:52])[F:51], predict the reaction product. (8) Given the reactants [Br:1][C:2]1[CH:10]=[C:9]([CH3:11])[C:5]([C:6]([OH:8])=O)=[C:4]([O:12][CH3:13])[CH:3]=1.C(Cl)(=O)C(Cl)=O.C(N(CC)CC)C.[F:27][C:28]1[CH:35]=[CH:34][C:31]([CH2:32][NH2:33])=[CH:30][CH:29]=1, predict the reaction product. The product is: [Br:1][C:2]1[CH:10]=[C:9]([CH3:11])[C:5]([C:6]([NH:33][CH2:32][C:31]2[CH:34]=[CH:35][C:28]([F:27])=[CH:29][CH:30]=2)=[O:8])=[C:4]([O:12][CH3:13])[CH:3]=1. (9) Given the reactants [F:1][C:2]1[CH:7]=[CH:6][C:5]([N:8]2[C:12]([C:13]([O:15][CH2:16][CH3:17])=[O:14])=[CH:11][N:10]=[C:9]2I)=[CH:4][CH:3]=1.C(NC(C)C)(C)C.[Cl:26][C:27]1[CH:32]=[CH:31][CH:30]=[C:29]([F:33])[C:28]=1[C:34]#[CH:35], predict the reaction product. The product is: [Cl:26][C:27]1[CH:32]=[CH:31][CH:30]=[C:29]([F:33])[C:28]=1[C:34]#[C:35][C:9]1[N:8]([C:5]2[CH:6]=[CH:7][C:2]([F:1])=[CH:3][CH:4]=2)[C:12]([C:13]([O:15][CH2:16][CH3:17])=[O:14])=[CH:11][N:10]=1. (10) Given the reactants [OH:1][C:2]1[N:3]=[C:4]([C:11]2[C:12]([CH3:20])=[N:13][N:14]3[CH:19]=[CH:18][CH:17]=[CH:16][C:15]=23)[S:5][C:6]=1[C:7]([O:9][CH3:10])=[O:8].C(=O)([O-])[O-].[K+].[K+].Br[CH2:28][CH:29]=[CH2:30].O, predict the reaction product. The product is: [CH3:20][C:12]1[C:11]([C:4]2[S:5][C:6]([C:7]([O:9][CH3:10])=[O:8])=[C:2]([O:1][CH2:30][CH:29]=[CH2:28])[N:3]=2)=[C:15]2[CH:16]=[CH:17][CH:18]=[CH:19][N:14]2[N:13]=1.